This data is from Reaction yield outcomes from USPTO patents with 853,638 reactions. The task is: Predict the reaction yield, written as a fraction of the theoretical maximum amount of product (1.0 means a 100% yield; for example, 0.34 means a 34% yield). (1) The reactants are N1C(Cl)=NC(Cl)=NC=1[Cl:3].CN(C)C=O.[Cl:15][C:16]1[C:17]([F:38])=[C:18]([CH:27]2[CH2:30][N:29]([C:31]([O:33][C:34]([CH3:37])([CH3:36])[CH3:35])=[O:32])[CH2:28]2)[C:19]([O:25][CH3:26])=[C:20]([CH:22](O)[CH3:23])[CH:21]=1.O. The catalyst is ClCCl. The product is [Cl:15][C:16]1[C:17]([F:38])=[C:18]([CH:27]2[CH2:30][N:29]([C:31]([O:33][C:34]([CH3:37])([CH3:36])[CH3:35])=[O:32])[CH2:28]2)[C:19]([O:25][CH3:26])=[C:20]([CH:22]([Cl:3])[CH3:23])[CH:21]=1. The yield is 0.530. (2) The reactants are C[O:2][C:3]1[CH:12]=[C:11]([O:13][CH3:14])[CH:10]=[C:9]2[C:4]=1[C:5](=[O:15])[NH:6][CH:7]=[N:8]2.[Mg+2].[Br-].[Br-]. The catalyst is N1C=CC=CC=1. The product is [OH:2][C:3]1[CH:12]=[C:11]([O:13][CH3:14])[CH:10]=[C:9]2[C:4]=1[C:5](=[O:15])[NH:6][CH:7]=[N:8]2. The yield is 0.980. (3) The product is [O:18]1[CH2:19][CH2:20][N:15]([C:6]2[N:5]=[C:4]([NH2:8])[CH:3]=[CH:2][CH:7]=2)[CH2:16][CH2:17]1. The yield is 0.470. The reactants are Cl[C:2]1[CH:7]=[CH:6][N:5]=[C:4]([NH2:8])[CH:3]=1.C([O-])([O-])=O.[K+].[K+].[NH:15]1[CH2:20][CH2:19][O:18][CH2:17][CH2:16]1. The catalyst is CS(C)=O.O. (4) The reactants are [CH2:1]([O:8][C:9]1[CH:14]=[CH:13][C:12]([NH:15][N:16]=[C:17]([C:22](=[O:26])[CH2:23][O:24][CH3:25])[C:18]([O:20][CH3:21])=[O:19])=[C:11]([F:27])[CH:10]=1)[C:2]1[CH:7]=[CH:6][CH:5]=[CH:4][CH:3]=1.[CH3:28]OC(OC)N(C)C. No catalyst specified. The product is [CH2:1]([O:8][C:9]1[CH:14]=[CH:13][C:12]([N:15]2[CH:28]=[C:23]([O:24][CH3:25])[C:22](=[O:26])[C:17]([C:18]([O:20][CH3:21])=[O:19])=[N:16]2)=[C:11]([F:27])[CH:10]=1)[C:2]1[CH:3]=[CH:4][CH:5]=[CH:6][CH:7]=1. The yield is 0.930. (5) The reactants are C(OC(OCC)C1C=C(C2C(C3C=CC=CC=3)C(=O)C3C(C(OC)=O)=CC=CC=3N2)C=CC=1)C.[CH2:35]([O:37][CH:38]([O:67][CH2:68][CH3:69])[C:39]1[CH:40]=[C:41]([CH:45]2[CH:54]([C:55]3[CH:60]=[CH:59][CH:58]=[CH:57][CH:56]=3)[C:53](=O)[C:52]3[C:51]([C:62]([O:64]CC)=O)=[CH:50][CH:49]=[CH:48][C:47]=3[NH:46]2)[CH:42]=[CH:43][CH:44]=1)[CH3:36].O.[NH2:71][NH2:72]. The catalyst is CO. The product is [CH2:68]([O:67][CH:38]([O:37][CH2:35][CH3:36])[C:39]1[CH:40]=[C:41]([CH:45]2[NH:46][C:47]3[C:52]4[C:53](=[N:71][NH:72][C:62](=[O:64])[C:51]=4[CH:50]=[CH:49][CH:48]=3)[CH:54]2[C:55]2[CH:56]=[CH:57][CH:58]=[CH:59][CH:60]=2)[CH:42]=[CH:43][CH:44]=1)[CH3:69]. The yield is 0.580.